Dataset: Reaction yield outcomes from USPTO patents with 853,638 reactions. Task: Predict the reaction yield, written as a fraction of the theoretical maximum amount of product (1.0 means a 100% yield; for example, 0.34 means a 34% yield). The reactants are [CH:1]1([CH2:5][CH2:6][NH:7][C:8]([C:10]2[N:11]=[N:12][C:13](Cl)=[CH:14][CH:15]=2)=[O:9])[CH2:4][CH2:3][CH2:2]1.[NH:17]1[CH2:22][CH2:21][NH:20][CH2:19][CH2:18]1. The catalyst is C(#N)C. The product is [CH:1]1([CH2:5][CH2:6][NH:7][C:8]([C:10]2[N:11]=[N:12][C:13]([N:17]3[CH2:22][CH2:21][NH:20][CH2:19][CH2:18]3)=[CH:14][CH:15]=2)=[O:9])[CH2:4][CH2:3][CH2:2]1. The yield is 0.784.